Dataset: Experimentally validated miRNA-target interactions with 360,000+ pairs, plus equal number of negative samples. Task: Binary Classification. Given a miRNA mature sequence and a target amino acid sequence, predict their likelihood of interaction. (1) The miRNA is hsa-miR-6511a-5p with sequence CAGGCAGAAGUGGGGCUGACAGG. The protein sequence of the target gene is MAAPGARRPLLLLLLAGLAHGASALFEVKNNGTTCIMASFSASFLTTYETANGSQIVNISLPASAEVLKNGSSCGKENVSDPSLTITFGRGYLLTLNFTKNTTRYSVQHMYFTYNLSDTEHFPNAISKEIYTMDSTTDIKADINKAYRCVSDIRVYMKNVTVVLRDATIQAYLSSGNFSKEETHCTQDGPSPTTGPPSPSPPLVPTNPTVSKYNVTGNNGTCLLASMALQLNITYLKKDNKTVTRAFNISPNDTSSGSCGINLVTLKVENKNRALELQFGMNASSSLFFLQGVRLNMTLP.... Result: 0 (no interaction). (2) The miRNA is hsa-miR-4794 with sequence UCUGGCUAUCUCACGAGACUGU. The protein sequence of the target gene is MALTVDVAGPAPWGFRITGGRDFHTPIMVTKVAERGKAKDADLRPGDIIVAINGESAEGMLHAEAQSKIRQSPSPLRLQLDRSQATSPGQTNGDSSLEVLATRFQGSVRTYTESQSSLRSSYSSPTSLSPRAGSPFSPPPSSSSLTGEAAISRSFQSLACSPGLPAADRLSYSGRPGSRQAGLGRAGDSAVLVLPPSPGPRSSRPSMDSEGGSLLLDEDSEVFKMLQENREGRAAPRQSSSFRLLQEALEAEERGGTPAFLPSSLSPQSSLPASRALATPPKLHTCEKCSTSIANQAVRI.... Result: 0 (no interaction). (3) The miRNA is hsa-miR-101-3p with sequence UACAGUACUGUGAUAACUGAA. The protein sequence of the target gene is MHRARWLTPVIPALWEAEAGRSRGQEIETILANKKQSAMPWDQDPEQSTGNYSEDEQNGKQKWREEGEAGRKREREKEEKNEKELQDEQENKRKRENEKQKQYPEKRLVSKSLMHTLWAKFKLNRCPTIQESLSLSFEFDMTHKQISQWFCKTRKKYNKEMSKRKHKKKHMRWRSLCCQGWSRTPALK. Result: 1 (interaction). (4) The miRNA is hsa-miR-346 with sequence UGUCUGCCCGCAUGCCUGCCUCU. The protein sequence of the target gene is MQKGKGRTSRIRRRKLCGSSESRGVNESHKSEFIELRKWLKARKFQDSNLAPACFPGTGRGLMSQTSLQEGQMIISLPESCLLTTDTVIRSYLGAYITKWKPPPSPLLALCTFLVSEKHAGHRSLWKPYLEILPKAYTCPVCLEPEVVNLLPKSLKAKAEEQRAHVQEFFASSRDFFSSLQPLFAEAVDSIFSYSALLWAWCTVNTRAVYLRPRQRECLSAEPDTCALAPYLDLLNHSPHVQVKAAFNEETHSYEIRTTSRWRKHEEVFICYGPHDNQRLFLEYGFVSVHNPHACVYVSR.... Result: 1 (interaction). (5) The miRNA is hsa-miR-548ab with sequence AAAAGUAAUUGUGGAUUUUGCU. The protein sequence of the target gene is MVAKDYPFYLTVKRANCSLEAPLGSGVAKDEEPSNKRVKPLSRVTSLANLIPPVKTTPLKRFSQTLQRSISFRSESRPDILAPRAWSRNATSSSTKRRDSKLWSETFDVCVNQVLTAKEIKRQEAIFELSQGEEDLIEDLKLAKKAYHDPMLKLSIMTEQELNQIFGTLDSLIPLHEELLSQLRDVRKPDGSTEHVGPILVGWLPCLSSYDSYCSNQVAAKALLDHKKQDHRVQDFLQRCLESPFSRKLDLWNFLDIPRSRLVKYPLLLREILRHTPNDNPDQQHLEEAINIIQGIVAEI.... Result: 0 (no interaction). (6) The miRNA is hsa-miR-6857-5p with sequence UUGGGGAUUGGGUCAGGCCAGU. The protein sequence of the target gene is MDTPRGIGTFVVWDYVVFAGMLVISAAIGIYYAFAGGGQQTSKDFLMGGRRMTAVPVALSLTASFMSAVTVLGTPSEVYRFGAIFSIFAFTYFFVVVISAEVFLPVFYKLGITSTYEYLELRFNKCVRLCGTVLFIVQTILYTGIVIYAPALALNQVTGFDLWGAVVATGVVCTFYCTLGGLKAVIWTDVFQVGIMVAGFASVIIQAVVMQGGISTILNDAYDGGRLNFWNFNPNPLQRHTFWTIIIGGTFTWTSIYGVNQSQVQRYISCKSRFQAKLSLYINLVGLWAILTCSVFCGLA.... Result: 0 (no interaction). (7) The miRNA is hsa-miR-4271 with sequence GGGGGAAGAAAAGGUGGGG. The protein sequence of the target gene is MADVLDLHEAGGEDFAMDEDGDESIHKLKEKAKKRKGRGFGSEEGSRARMREDYDSVEQDGDEPGPQRSVEGWILFVTGVHEEATEEDIHDKFAEYGEIKNIHLNLDRRTGYLKGYTLVEYETYKEAQAAMEGLNGQDLMGQPISVDWCFVRGPPKGKRRGGRRRSRSPDRRRR. Result: 0 (no interaction). (8) The miRNA is hsa-miR-30e-3p with sequence CUUUCAGUCGGAUGUUUACAGC. The protein sequence of the target gene is MGCCGCSGGCGSSCGGCDSSCGSCGSGCRGCGPSCCAPVYCCKPVCCCVPACSCSSCGKRGCGSCGGSKGGCGSCGCSQCSCCKPCCCSSGCGSSCCQCSCCKPYCSQCSCCKPCCSSSGRGSSCCQSSCCKPCCSSSGCGSSCCQSSCCKPCCSQSRCCVPVCYQCKI. Result: 1 (interaction). (9) The miRNA is hsa-miR-6512-5p with sequence UACCAUUAGAAGAGCUGGAAGA. The protein sequence of the target gene is MVFAFWKVFLILSCLAGQVSVVQVTIPDGFVNVTVGSNVTLICIYTTTVASREQLSIQWSFFHKKEMEPISIYFSQGGQAVAIGQFKDRITGSNDPGNASITISHMQPADSGIYICDVNNPPDFLGQNQGILNVSVLVKPSKPLCSVQGRPETGHTISLSCLSALGTPSPVYYWHKLEGRDIVPVKENFNPTTGILVIGNLTNFEQGYYQCTAINRLGNSSCEIDLTSSHPEVGIIVGALIGSLVGAAIIISVVCFARNKAKAKAKERNSKTIAELEPMTKINPRGESEAMPREDATQLE.... Result: 0 (no interaction). (10) The miRNA is hsa-miR-3202 with sequence UGGAAGGGAGAAGAGCUUUAAU. The protein sequence of the target gene is MGEKPGTRVFKKSSPNCKLTVYLGKRDFVDHLDKVDPVDGVVLVDPDYLKDRKVFVTLTCAFRYGREDLDVLGLSFRKDLFIATYQAFPPVPNPPRPPTRLQDRLLRKLGQHAHPFFFTIPQNLPCSVTLQPGPEDTGKACGVDFEIRAFCAKSLEEKSHKRNSVRLVIRKVQFAPEKPGPQPSAETTRHFLMSDRSLHLEASLDKELYYHGEPLNVNVHVTNNSTKTVKKIKVSVRQYADICLFSTAQYKCPVAQLEQDDQVSPSSTFCKVYTITPLLSDNREKRGLALDGKLKHEDTN.... Result: 1 (interaction).